Task: Predict which catalyst facilitates the given reaction.. Dataset: Catalyst prediction with 721,799 reactions and 888 catalyst types from USPTO (1) Reactant: [C:1]([Br:5])(Br)(Br)[Br:2].C1(P(C2C=CC=CC=2)C2C=CC=CC=2)C=CC=CC=1.[CH2:25]([CH:27]([CH2:30][CH2:31][CH2:32][CH3:33])[CH:28]=O)[CH3:26]. Product: [Br:2][C:1]([Br:5])=[CH:28][CH:27]([CH2:25][CH3:26])[CH2:30][CH2:31][CH2:32][CH3:33]. The catalyst class is: 4. (2) The catalyst class is: 4. Reactant: [CH3:1][N:2]1[CH2:6][CH2:5][CH:4]([NH2:7])[CH2:3]1.C(N(CC)C(C)C)(C)C.Cl[S:18]([C:21]1[CH:22]=[C:23]([C:27]2[C:36]([CH3:38])([CH3:37])[CH2:35][C:34]3[C:29](=[CH:30][CH:31]=[C:32]([C:39]([O:41][CH3:42])=[O:40])[CH:33]=3)[N:28]=2)[CH:24]=[CH:25][CH:26]=1)(=[O:20])=[O:19]. Product: [CH3:37][C:36]1([CH3:38])[CH2:35][C:34]2[C:29](=[CH:30][CH:31]=[C:32]([C:39]([O:41][CH3:42])=[O:40])[CH:33]=2)[N:28]=[C:27]1[C:23]1[CH:24]=[CH:25][CH:26]=[C:21]([S:18](=[O:20])(=[O:19])[NH:7][CH:4]2[CH2:5][CH2:6][N:2]([CH3:1])[CH2:3]2)[CH:22]=1. (3) Reactant: [Cl:1][C:2]1[CH:3]=[C:4]([C:9]2[CH:14]=[C:13]([CH3:15])[N:12]=[C:11]([N:16]3[CH:20]=[C:19]([Sn](CCCC)(CCCC)CCCC)[N:18]=[CH:17]3)[N:10]=2)[CH:5]=[CH:6][C:7]=1[Cl:8].[C:34]([NH:38][S:39]([C:42]1[S:46][C:45](Cl)=[N:44][CH:43]=1)(=[O:41])=[O:40])([CH3:37])([CH3:36])[CH3:35].[F-].[K+].O. Product: [C:34]([NH:38][S:39]([C:42]1[S:46][C:45]([C:19]2[N:18]=[CH:17][N:16]([C:11]3[N:10]=[C:9]([C:4]4[CH:5]=[CH:6][C:7]([Cl:8])=[C:2]([Cl:1])[CH:3]=4)[CH:14]=[C:13]([CH3:15])[N:12]=3)[CH:20]=2)=[N:44][CH:43]=1)(=[O:40])=[O:41])([CH3:37])([CH3:35])[CH3:36]. The catalyst class is: 11. (4) Reactant: [OH:1][C:2]1[N:6]([CH3:7])[N:5]=[C:4]([C:8]([O:10][CH3:11])=[O:9])[CH:3]=1.C([O-])([O-])=O.[K+].[K+].Cl[C:19]([F:24])([F:23])C([O-])=O.[Na+]. Product: [F:23][CH:19]([F:24])[O:1][C:2]1[N:6]([CH3:7])[N:5]=[C:4]([C:8]([O:10][CH3:11])=[O:9])[CH:3]=1. The catalyst class is: 303. (5) Product: [ClH:31].[OH:1][CH2:2][CH2:3][N:4]1[CH2:9][CH2:8][C:7]2=[N:10][N:11]([C:14]3[S:18][C:17]([C:19]4[CH:20]=[CH:21][C:22]([O:27][CH:28]([CH3:30])[CH3:29])=[C:23]([CH:26]=4)[C:24]#[N:25])=[N:16][N:15]=3)[C:12]([CH3:13])=[C:6]2[CH2:5]1. Reactant: [OH:1][CH2:2][CH2:3][N:4]1[CH2:9][CH2:8][C:7]2=[N:10][N:11]([C:14]3[S:18][C:17]([C:19]4[CH:20]=[CH:21][C:22]([O:27][CH:28]([CH3:30])[CH3:29])=[C:23]([CH:26]=4)[C:24]#[N:25])=[N:16][N:15]=3)[C:12]([CH3:13])=[C:6]2[CH2:5]1.[ClH:31].CCOCC. The catalyst class is: 5. (6) Reactant: Cl[C:2]1[C:7]([Cl:8])=[N:6][CH:5]=[CH:4][N:3]=1.[C:9]([O:17][CH2:18][CH3:19])(=[O:16])[CH2:10][C:11]([O:13][CH2:14][CH3:15])=[O:12].C(=O)([O-])[O-].[Cs+].[Cs+]. Product: [Cl:8][C:7]1[C:2]([CH:10]([C:11]([O:13][CH2:14][CH3:15])=[O:12])[C:9]([O:17][CH2:18][CH3:19])=[O:16])=[N:3][CH:4]=[CH:5][N:6]=1. The catalyst class is: 16. (7) Reactant: [CH3:1][N:2]1[C:10]([CH:11]=O)=[N:9][C:8]2[C:3]1=[N:4][C:5]([N:19]1[C:23]3[CH:24]=[CH:25][CH:26]=[CH:27][C:22]=3[N:21]=[C:20]1[CH3:28])=[N:6][C:7]=2[N:13]1[CH2:18][CH2:17][O:16][CH2:15][CH2:14]1.[CH3:29][N:30]([CH3:39])[C:31]([CH:33]1[CH2:38][CH2:37][NH:36][CH2:35][CH2:34]1)=[O:32].C(O[BH-](OC(=O)C)OC(=O)C)(=O)C.[Na+]. Product: [CH3:29][N:30]([CH3:39])[C:31]([CH:33]1[CH2:34][CH2:35][N:36]([CH2:11][C:10]2[N:2]([CH3:1])[C:3]3[C:8]([N:9]=2)=[C:7]([N:13]2[CH2:14][CH2:15][O:16][CH2:17][CH2:18]2)[N:6]=[C:5]([N:19]2[C:23]4[CH:24]=[CH:25][CH:26]=[CH:27][C:22]=4[N:21]=[C:20]2[CH3:28])[N:4]=3)[CH2:37][CH2:38]1)=[O:32]. The catalyst class is: 26. (8) The catalyst class is: 13. Product: [ClH:41].[CH2:33]([N:3]([CH2:1][CH3:2])[CH2:4][CH2:5][N:6]([CH3:32])[C:7]([C:9]1[S:17][C:16]2[CH:15]=[C:14]([CH3:18])[N:13]([CH2:19][C:20](=[O:27])[C:21]3[CH:22]=[CH:23][CH:24]=[CH:25][CH:26]=3)[C:12](=[O:28])[C:11]=2[C:10]=1[O:29][CH2:30][CH3:31])=[O:8])[CH3:34]. Reactant: [CH2:1]([N:3]([CH2:33][CH3:34])[CH2:4][CH2:5][N:6]([CH3:32])[C:7]([C:9]1[S:17][C:16]2[CH:15]=[C:14]([CH3:18])[N:13]([CH2:19][C:20](=[O:27])[C:21]3[CH:26]=[CH:25][CH:24]=[CH:23][CH:22]=3)[C:12](=[O:28])[C:11]=2[C:10]=1[O:29][CH2:30][CH3:31])=[O:8])[CH3:2].C(OC(=O)C)C.[ClH:41]. (9) Reactant: [C:1]([CH2:4][C:5](=[O:7])[CH3:6])(=[O:3])[CH3:2].B([O:19][CH2:20][CH2:21][CH2:22]C)([O:19][CH2:20][CH2:21][CH2:22]C)[O:19][CH2:20][CH2:21][CH2:22]C.[OH:24][C:25]1[CH:32]=[CH:31][C:28]([CH:29]=O)=[CH:27][C:26]=1[O:33][CH3:34].[CH2:35](N)[CH2:36][CH2:37][CH3:38].Cl.CN([CH:44]=[O:45])C. Product: [CH3:34][O:33][C:26]1[C:25]([OH:24])=[CH:32][CH:31]=[C:28](/[CH:29]=[CH:2]/[C:1]([CH2:4][C:5](/[CH:6]=[CH:38]/[C:37]2[CH:22]=[C:21]([O:45][CH3:44])[C:20]([OH:19])=[CH:35][CH:36]=2)=[O:7])=[O:3])[CH:27]=1. The catalyst class is: 342.